This data is from Forward reaction prediction with 1.9M reactions from USPTO patents (1976-2016). The task is: Predict the product of the given reaction. (1) Given the reactants [CH3:1][S:2][CH2:3][CH2:4][CH:5]([OH:9])[C:6]([OH:8])=[O:7].C.C(N(CC)CC)C.[C:18](Cl)(=[O:20])[CH3:19], predict the reaction product. The product is: [C:18]([O:9][CH:5]([CH2:4][CH2:3][S:2][CH3:1])[C:6]([OH:8])=[O:7])(=[O:20])[CH3:19]. (2) Given the reactants [H-].[Na+].[OH:3][CH2:4][CH:5]([CH2:7][OH:8])[OH:6].Cl[CH2:10][CH:11]=[C:12]([CH3:24])[CH2:13][CH2:14][CH:15]=[C:16]([CH3:23])[CH2:17][CH2:18][CH:19]=[C:20]([CH3:22])[CH3:21].[Cl-].[NH4+], predict the reaction product. The product is: [CH3:24][C:12]([CH2:13][CH2:14][CH:15]=[C:16]([CH3:23])[CH2:17][CH2:18][CH:19]=[C:20]([CH3:22])[CH3:21])=[CH:11][CH2:10][O:3][CH2:4][CH:5]([CH2:7][OH:8])[OH:6]. (3) The product is: [C:1]([O:4][CH2:5][CH2:6][CH2:7][CH2:8][CH2:9][CH2:10][O:11][C:12]1[CH:17]=[C:16]([N+:18]([O-:20])=[O:19])[C:15]([CH2:21][OH:22])=[CH:14][C:13]=1[O:23][CH3:24])(=[O:3])[CH3:2]. Given the reactants [C:1]([O:4][CH2:5][CH2:6][CH2:7][CH2:8][CH2:9][CH2:10][O:11][C:12]1[CH:17]=[C:16]([N+:18]([O-:20])=[O:19])[C:15]([CH:21]=[O:22])=[CH:14][C:13]=1[O:23][CH3:24])(=[O:3])[CH3:2].[BH4-].[Na+].[Cl-].[NH4+].C(N(CC)CC)C, predict the reaction product. (4) Given the reactants [CH2:1]([O:3][C:4](=[O:18])[CH2:5][CH2:6][C@@H:7]([NH:10][C:11]([O:13][C:14]([CH3:17])([CH3:16])[CH3:15])=[O:12])[CH2:8][OH:9])[CH3:2].C(N(C(C)C)CC)(C)C, predict the reaction product. The product is: [CH2:1]([O:3][C:4](=[O:18])[CH2:5][CH2:6][C@H:7]([CH:8]=[O:9])[NH:10][C:11]([O:13][C:14]([CH3:15])([CH3:17])[CH3:16])=[O:12])[CH3:2].